This data is from Forward reaction prediction with 1.9M reactions from USPTO patents (1976-2016). The task is: Predict the product of the given reaction. (1) Given the reactants [CH2:1]([O:5][CH2:6][CH2:7][O:8][C:9]1[CH:14]=[CH:13][C:12]([C:15]2[CH:16]=[CH:17][C:18]3[N:24]([CH2:25][CH:26]([CH3:28])[CH3:27])[CH2:23][CH2:22][C:21]([C:29]([NH:31][C:32]4[CH:37]=[CH:36][C:35]([S:38]([CH2:40][C:41]5[CH:46]=[CH:45][CH:44]=[CH:43][C:42]=5[O:47]COC)=[O:39])=[CH:34][CH:33]=4)=[O:30])=[CH:20][C:19]=3[CH:51]=2)=[CH:11][CH:10]=1)[CH2:2][CH2:3][CH3:4].Cl.C(OCC)(=O)C.C(=O)(O)[O-].[Na+], predict the reaction product. The product is: [CH2:1]([O:5][CH2:6][CH2:7][O:8][C:9]1[CH:10]=[CH:11][C:12]([C:15]2[CH:16]=[CH:17][C:18]3[N:24]([CH2:25][CH:26]([CH3:27])[CH3:28])[CH2:23][CH2:22][C:21]([C:29]([NH:31][C:32]4[CH:33]=[CH:34][C:35]([S:38]([CH2:40][C:41]5[CH:46]=[CH:45][CH:44]=[CH:43][C:42]=5[OH:47])=[O:39])=[CH:36][CH:37]=4)=[O:30])=[CH:20][C:19]=3[CH:51]=2)=[CH:13][CH:14]=1)[CH2:2][CH2:3][CH3:4]. (2) Given the reactants C(N(CC)CC)C.[NH2:8][C:9]1[N:17]=[C:16]([CH3:18])[CH:15]=[CH:14][C:10]=1[C:11]([OH:13])=O.[Cl:19][C:20]1[CH:25]=[CH:24][C:23]([O:26][C:27]2[CH:28]=[C:29]([CH:32]=[CH:33][CH:34]=2)[CH2:30][NH2:31])=[CH:22][CH:21]=1.CN([P+](ON1N=NC2C=CC=CC1=2)(N(C)C)N(C)C)C.F[P-](F)(F)(F)(F)F, predict the reaction product. The product is: [Cl:19][C:20]1[CH:25]=[CH:24][C:23]([O:26][C:27]2[CH:28]=[C:29]([CH2:30][NH:31][C:11](=[O:13])[C:10]3[CH:14]=[CH:15][C:16]([CH3:18])=[N:17][C:9]=3[NH2:8])[CH:32]=[CH:33][CH:34]=2)=[CH:22][CH:21]=1. (3) The product is: [CH3:11][O:12][C:13]1[CH:26]=[CH:25][C:16]([CH2:17][S:18]([C:21]2[C:22](=[O:23])[O:10][C:4]3[C:5]([CH:6]=2)=[CH:8][CH:9]=[C:2]([OH:1])[CH:3]=3)(=[O:19])=[O:20])=[CH:15][C:14]=1[N+:27]([O-:29])=[O:28]. Given the reactants [OH:1][C:2]1[CH:3]=[C:4]([OH:10])[C:5](=[CH:8][CH:9]=1)[CH:6]=O.[CH3:11][O:12][C:13]1[CH:26]=[CH:25][C:16]([CH2:17][S:18]([CH2:21][C:22](O)=[O:23])(=[O:20])=[O:19])=[CH:15][C:14]=1[N+:27]([O-:29])=[O:28], predict the reaction product. (4) Given the reactants [Br:1][C:2]1[CH:3]=[C:4]([CH2:8][C:9]#[N:10])[CH:5]=[N:6][CH:7]=1.[C:11]([O:15][C:16](=[O:24])[N:17]([CH2:21][CH2:22]Cl)[CH2:18][CH2:19]Cl)([CH3:14])([CH3:13])[CH3:12].[H-].[Na+].O, predict the reaction product. The product is: [C:11]([O:15][C:16]([N:17]1[CH2:21][CH2:22][C:8]([C:9]#[N:10])([C:4]2[CH:5]=[N:6][CH:7]=[C:2]([Br:1])[CH:3]=2)[CH2:19][CH2:18]1)=[O:24])([CH3:14])([CH3:13])[CH3:12]. (5) Given the reactants Cl[C:2]1[CH:7]=C[C:5]([S:8][CH2:9][C:10]([CH3:12])=O)=[CH:4][CH:3]=1.S(Cl)(Cl)(=O)=O.[CH3:18]N(C)C1C2C(=CC=CC=2N(C)C)C=CC=1.[NH2:34][C:35]1[CH:36]=[CH:37][C:38](Cl)=[C:39]([CH:42]=1)[C:40]#[N:41].Cl[CH2:45][Cl:46], predict the reaction product. The product is: [Cl:46][C:45]1[CH:7]=[CH:2][CH:3]=[CH:4][C:5]=1[S:8][C:9]1[C:42]2[C:39]([C:40]#[N:41])=[C:38]([CH3:18])[CH:37]=[CH:36][C:35]=2[NH:34][C:10]=1[CH3:12]. (6) Given the reactants [F:1][C:2]([F:15])([F:14])[C:3]1[N:8]=[CH:7][C:6]([C:9]([O:11]CC)=O)=[CH:5][N:4]=1.[OH-].[Na+].Cl.C(Cl)(=O)C(Cl)=O.[NH2:25][CH2:26][C:27]1[C:32]([CH3:33])=[N:31][C:30]2[N:34]([CH2:37][CH3:38])[N:35]=[CH:36][C:29]=2[C:28]=1[NH:39][CH:40]1[CH2:45][CH2:44][O:43][CH2:42][CH2:41]1.CCN(C(C)C)C(C)C, predict the reaction product. The product is: [CH2:37]([N:34]1[C:30]2=[N:31][C:32]([CH3:33])=[C:27]([CH2:26][NH:25][C:9]([C:6]3[CH:7]=[N:8][C:3]([C:2]([F:1])([F:14])[F:15])=[N:4][CH:5]=3)=[O:11])[C:28]([NH:39][CH:40]3[CH2:41][CH2:42][O:43][CH2:44][CH2:45]3)=[C:29]2[CH:36]=[N:35]1)[CH3:38]. (7) Given the reactants [C:1]([O:5][C:6]([NH:8][CH2:9][CH2:10][CH2:11][CH2:12][C:13]#[C:14][CH2:15][O:16][C:17]1[CH:22]=[CH:21][C:20]([S:23]([N:26]2[CH2:31][CH2:30][S:29][C:28]([CH3:33])([CH3:32])[C@@H:27]2[C:34]([O:36]C)=[O:35])(=[O:25])=[O:24])=[CH:19][CH:18]=1)=[O:7])([CH3:4])([CH3:3])[CH3:2].[I-].[Li+], predict the reaction product. The product is: [C:1]([O:5][C:6]([NH:8][CH2:9][CH2:10][CH2:11][CH2:12][C:13]#[C:14][CH2:15][O:16][C:17]1[CH:22]=[CH:21][C:20]([S:23]([N:26]2[CH2:31][CH2:30][S:29][C:28]([CH3:33])([CH3:32])[C@@H:27]2[C:34]([OH:36])=[O:35])(=[O:25])=[O:24])=[CH:19][CH:18]=1)=[O:7])([CH3:4])([CH3:2])[CH3:3]. (8) Given the reactants [NH2:1][C:2]1[N:11]=[CH:10][C:9]2[C:4](=[CH:5][CH:6]=[C:7]([C:12]3[C:13](=[O:19])[NH:14][CH:15]=[CH:16][C:17]=3[CH3:18])[CH:8]=2)[N:3]=1.CC(C)([O-])C.[Na+].Br[CH2:27][CH2:28][CH:29]1[CH2:34][CH2:33][CH2:32][CH2:31][CH2:30]1, predict the reaction product. The product is: [NH2:1][C:2]1[N:11]=[CH:10][C:9]2[C:4](=[CH:5][CH:6]=[C:7]([C:12]3[C:13](=[O:19])[N:14]([CH2:27][CH2:28][CH:29]4[CH2:34][CH2:33][CH2:32][CH2:31][CH2:30]4)[CH:15]=[CH:16][C:17]=3[CH3:18])[CH:8]=2)[N:3]=1. (9) Given the reactants [CH3:1][C:2]1[CH2:7][CH2:6][C@H:5]([C:8]([OH:10])=O)[CH2:4][CH:3]=1.C1(C)C=CC=CC=1.[O-]P([O-])([O-])=O.[K+].[K+].[K+].C(Cl)(=O)C([Cl:29])=O, predict the reaction product. The product is: [CH3:1][C:2]1[CH2:7][CH2:6][CH:5]([C:8]([Cl:29])=[O:10])[CH2:4][CH:3]=1.